From a dataset of Catalyst prediction with 721,799 reactions and 888 catalyst types from USPTO. Predict which catalyst facilitates the given reaction. (1) Reactant: Br[C:2]1[CH:3]=[CH:4][C:5]2[N:6]([C:8]([C:12]3[S:13][C:14]([C:23]([O:25][CH2:26][CH3:27])=[O:24])=[C:15]([C:17]4[CH:22]=[CH:21][CH:20]=[CH:19][CH:18]=4)[N:16]=3)=[C:9]([CH3:11])[N:10]=2)[CH:7]=1.[C:28]1(B2OC(C)(C)C(C)(C)O2)[CH2:33][CH2:32][CH2:31][CH2:30][CH:29]=1.C(=O)([O-])[O-].[Cs+].[Cs+]. Product: [C:28]1([C:2]2[CH:3]=[CH:4][C:5]3[N:6]([C:8]([C:12]4[S:13][C:14]([C:23]([O:25][CH2:26][CH3:27])=[O:24])=[C:15]([C:17]5[CH:22]=[CH:21][CH:20]=[CH:19][CH:18]=5)[N:16]=4)=[C:9]([CH3:11])[N:10]=3)[CH:7]=2)[CH2:33][CH2:32][CH2:31][CH2:30][CH:29]=1. The catalyst class is: 149. (2) Reactant: [N+:1]([C:4]1[CH:9]=[CH:8][CH:7]=[CH:6][C:5]=1[C:10]1([OH:16])[CH2:15][CH2:14][CH2:13][CH2:12][CH2:11]1)([O-])=O.[H][H]. Product: [NH2:1][C:4]1[CH:9]=[CH:8][CH:7]=[CH:6][C:5]=1[C:10]1([OH:16])[CH2:15][CH2:14][CH2:13][CH2:12][CH2:11]1. The catalyst class is: 592.